Dataset: Forward reaction prediction with 1.9M reactions from USPTO patents (1976-2016). Task: Predict the product of the given reaction. (1) Given the reactants [Br:1][C:2]1[CH:3]=[C:4](C(O)=O)[S:5][CH:6]=1.C1(P(N=[N+]=[N-])(C2C=CC=CC=2)=[O:17])C=CC=CC=1.C([N:29]([CH2:32]C)CC)C.[C:34]([OH:38])([CH3:37])([CH3:36])[CH3:35], predict the reaction product. The product is: [C:34]([O:38][C:32](=[O:17])[NH:29][C:4]1[S:5][CH:6]=[C:2]([Br:1])[CH:3]=1)([CH3:37])([CH3:36])[CH3:35]. (2) Given the reactants [Cl:1][C:2]1[N:3]=[CH:4][C:5]2[CH:10]=[CH:9][NH:8][C:6]=2[N:7]=1.C(=O)([O-])[O-].[K+].[K+].Cl[CH2:18][C:19]1[CH:24]=[C:23]([CH3:25])[CH:22]=[CH:21][C:20]=1[N:26]([CH3:31])[S:27]([CH3:30])(=[O:29])=[O:28].C(OCC)(=O)C.CCCCCC, predict the reaction product. The product is: [Cl:1][C:2]1[N:3]=[CH:4][C:5]2[CH:10]=[CH:9][N:8]([CH2:18][C:19]3[CH:24]=[C:23]([CH3:25])[CH:22]=[CH:21][C:20]=3[N:26]([CH3:31])[S:27]([CH3:30])(=[O:29])=[O:28])[C:6]=2[N:7]=1. (3) Given the reactants Br[C:2]1[CH:3]=[CH:4][C:5]([S:8]([CH2:11][CH3:12])(=[O:10])=[O:9])=[N:6][CH:7]=1.C(=O)([O-])[O-].[Cs+].[Cs+].[CH3:19][O:20][C:21](=[O:33])[C:22]1[CH:27]=[C:26]([OH:28])[CH:25]=[C:24]([O:29][CH2:30][O:31][CH3:32])[CH:23]=1.[Cl-].[NH4+], predict the reaction product. The product is: [CH3:19][O:20][C:21](=[O:33])[C:22]1[CH:23]=[C:24]([O:29][CH2:30][O:31][CH3:32])[CH:25]=[C:26]([O:28][C:2]2[CH:7]=[N:6][C:5]([S:8]([CH2:11][CH3:12])(=[O:10])=[O:9])=[CH:4][CH:3]=2)[CH:27]=1. (4) Given the reactants [CH2:1]([O:3][C:4](=[O:47])[CH2:5][CH2:6][CH2:7][O:8][C:9]1[CH:14]=[CH:13][CH:12]=[C:11]([CH2:15][CH2:16][CH2:17][CH2:18][CH2:19][CH2:20][O:21][C:22]2[CH:23]=[C:24]([C:30]3[CH:35]=[CH:34][C:33]([S:36]([CH3:39])(=[O:38])=[O:37])=[CH:32][CH:31]=3)[CH:25]=[C:26]([CH2:28][OH:29])[CH:27]=2)[C:10]=1[CH2:40][CH2:41][C:42]([O:44][CH2:45][CH3:46])=[O:43])[CH3:2].[H-].[Na+].I[CH2:51][CH3:52], predict the reaction product. The product is: [CH2:1]([O:3][C:4](=[O:47])[CH2:5][CH2:6][CH2:7][O:8][C:9]1[CH:14]=[CH:13][CH:12]=[C:11]([CH2:15][CH2:16][CH2:17][CH2:18][CH2:19][CH2:20][O:21][C:22]2[CH:23]=[C:24]([C:30]3[CH:35]=[CH:34][C:33]([S:36]([CH3:39])(=[O:38])=[O:37])=[CH:32][CH:31]=3)[CH:25]=[C:26]([CH2:28][O:29][CH2:51][CH3:52])[CH:27]=2)[C:10]=1[CH2:40][CH2:41][C:42]([O:44][CH2:45][CH3:46])=[O:43])[CH3:2]. (5) Given the reactants Cl[C:2]1[C:3]2[CH:10]=[CH:9][NH:8][C:4]=2[N:5]=[CH:6][N:7]=1.N12CCN(CC1)CC2.[Cl:19][C:20]1[CH:25]=[CH:24][CH:23]=[CH:22][C:21]=1[C:26]1[C:35]([CH:36]([OH:40])[CH2:37][CH:38]=[CH2:39])=[CH:34][C:33]2[C:28](=[C:29]([CH3:41])[CH:30]=[CH:31][CH:32]=2)[N:27]=1.[H-].[Na+], predict the reaction product. The product is: [N:5]1[C:4]2[NH:8][CH:9]=[CH:10][C:3]=2[C:2]([O:40][CH:36]([C:35]2[C:26]([C:21]3[CH:22]=[CH:23][CH:24]=[CH:25][C:20]=3[Cl:19])=[N:27][C:28]3[C:33]([CH:34]=2)=[CH:32][CH:31]=[CH:30][C:29]=3[CH3:41])[CH2:37][CH:38]=[CH2:39])=[N:7][CH:6]=1. (6) Given the reactants [CH3:1][C:2]1[CH:3]=[C:4]([CH:32]=[C:33]([CH3:35])[CH:34]=1)[CH2:5][S:6][C:7]1[N:16]([CH2:17][CH2:18][CH2:19]OS(C)(=O)=O)[C:15](=[O:25])[C:14]2[C:9](=[C:10]([O:30][CH3:31])[C:11]([O:28][CH3:29])=[C:12]([O:26][CH3:27])[CH:13]=2)[N:8]=1.[CH3:36][N:37]1[CH2:42][CH2:41][NH:40][CH2:39][CH2:38]1.C1(C)C=CC=CC=1.O, predict the reaction product. The product is: [CH3:35][C:33]1[CH:32]=[C:4]([CH:3]=[C:2]([CH3:1])[CH:34]=1)[CH2:5][S:6][C:7]1[N:16]([CH2:17][CH2:18][CH2:19][N:40]2[CH2:41][CH2:42][N:37]([CH3:36])[CH2:38][CH2:39]2)[C:15](=[O:25])[C:14]2[C:9](=[C:10]([O:30][CH3:31])[C:11]([O:28][CH3:29])=[C:12]([O:26][CH3:27])[CH:13]=2)[N:8]=1. (7) The product is: [C:36]([O:39][CH2:40][C:41]([N:4]1[CH2:5][CH2:6][N:1]([C:7]2[CH:28]=[CH:27][C:10]([NH:11][C:12]3[N:17]=[C:16]([C:18]4[N:22]([CH:23]([CH3:25])[CH3:24])[C:21]([CH3:26])=[N:20][CH:19]=4)[CH:15]=[CH:14][N:13]=3)=[CH:9][CH:8]=2)[CH2:2][CH2:3]1)=[O:42])(=[O:38])[CH3:37]. Given the reactants [N:1]1([C:7]2[CH:28]=[CH:27][C:10]([NH:11][C:12]3[N:17]=[C:16]([C:18]4[N:22]([CH:23]([CH3:25])[CH3:24])[C:21]([CH3:26])=[N:20][CH:19]=4)[CH:15]=[CH:14][N:13]=3)=[CH:9][CH:8]=2)[CH2:6][CH2:5][NH:4][CH2:3][CH2:2]1.C(N(CC)CC)C.[C:36]([O:39][CH2:40][C:41](Cl)=[O:42])(=[O:38])[CH3:37], predict the reaction product. (8) Given the reactants [CH2:1]([N:8]([CH2:15][C:16]1[CH:21]=[CH:20][CH:19]=[CH:18][CH:17]=1)[CH2:9][CH2:10][C:11]([CH3:14])([OH:13])[CH3:12])[C:2]1[CH:7]=[CH:6][CH:5]=[CH:4][CH:3]=1.[CH2:22](I)[CH3:23], predict the reaction product. The product is: [CH2:15]([N:8]([CH2:1][C:2]1[CH:7]=[CH:6][CH:5]=[CH:4][CH:3]=1)[CH2:9][CH2:10][C:11]([O:13][CH2:22][CH3:23])([CH3:14])[CH3:12])[C:16]1[CH:17]=[CH:18][CH:19]=[CH:20][CH:21]=1.